Dataset: NCI-60 drug combinations with 297,098 pairs across 59 cell lines. Task: Regression. Given two drug SMILES strings and cell line genomic features, predict the synergy score measuring deviation from expected non-interaction effect. (1) Drug 1: CC1CCC2CC(C(=CC=CC=CC(CC(C(=O)C(C(C(=CC(C(=O)CC(OC(=O)C3CCCCN3C(=O)C(=O)C1(O2)O)C(C)CC4CCC(C(C4)OC)OCCO)C)C)O)OC)C)C)C)OC. Drug 2: C#CCC(CC1=CN=C2C(=N1)C(=NC(=N2)N)N)C3=CC=C(C=C3)C(=O)NC(CCC(=O)O)C(=O)O. Cell line: SF-295. Synergy scores: CSS=35.3, Synergy_ZIP=-5.92, Synergy_Bliss=-7.31, Synergy_Loewe=-8.02, Synergy_HSA=-4.05. (2) Drug 1: CCC(=C(C1=CC=CC=C1)C2=CC=C(C=C2)OCCN(C)C)C3=CC=CC=C3.C(C(=O)O)C(CC(=O)O)(C(=O)O)O. Drug 2: C1=NC2=C(N1)C(=S)N=CN2. Cell line: CCRF-CEM. Synergy scores: CSS=47.4, Synergy_ZIP=-1.10, Synergy_Bliss=-0.551, Synergy_Loewe=-32.5, Synergy_HSA=0.0901.